From a dataset of Reaction yield outcomes from USPTO patents with 853,638 reactions. Predict the reaction yield, written as a fraction of the theoretical maximum amount of product (1.0 means a 100% yield; for example, 0.34 means a 34% yield). The reactants are [Cl:1][C:2]1[CH:11]=[C:10]([C:12]([NH:14][CH2:15][C:16]2[C:24]3[N:23]=[CH:22][N:21](C(OC(C)(C)C)=O)[C:20]=3[CH:19]=[CH:18][CH:17]=2)=[O:13])[CH:9]=[CH:8][C:3]=1[C:4]([O:6]C)=[O:5]. The catalyst is CO.[OH-].[Li+]. The product is [Cl:1][C:2]1[CH:11]=[C:10]([C:12]([NH:14][CH2:15][C:16]2[C:24]3[NH:23][CH:22]=[N:21][C:20]=3[CH:19]=[CH:18][CH:17]=2)=[O:13])[CH:9]=[CH:8][C:3]=1[C:4]([OH:6])=[O:5]. The yield is 0.860.